Dataset: TCR-epitope binding with 47,182 pairs between 192 epitopes and 23,139 TCRs. Task: Binary Classification. Given a T-cell receptor sequence (or CDR3 region) and an epitope sequence, predict whether binding occurs between them. (1) The epitope is EHPTFTSQYRIQGKL. The TCR CDR3 sequence is CASSLVIDEQFF. Result: 0 (the TCR does not bind to the epitope). (2) The epitope is LPPAYTNSF. The TCR CDR3 sequence is CASSEITGEFYEQYF. Result: 1 (the TCR binds to the epitope). (3) The epitope is HTTDPSFLGRY. The TCR CDR3 sequence is CASSLEPGTNSYNEQFF. Result: 0 (the TCR does not bind to the epitope). (4) The epitope is TLDSKTQSL. The TCR CDR3 sequence is CASSLVDRGGDGYTF. Result: 0 (the TCR does not bind to the epitope). (5) The epitope is KPLEFGATSAAL. The TCR CDR3 sequence is CASSGFGDGRVYTEAFF. Result: 1 (the TCR binds to the epitope).